From a dataset of Full USPTO retrosynthesis dataset with 1.9M reactions from patents (1976-2016). Predict the reactants needed to synthesize the given product. (1) Given the product [NH2:1][C:2]1[C:7]2=[C:8]([C:18]3[CH:19]=[CH:20][C:21]4[C:25]([CH:26]=3)=[N:24][N:23]([CH2:27][C:28]3[CH:29]=[CH:30][CH:31]=[CH:32][CH:33]=3)[CH:22]=4)[CH:9]=[C:10]([C:11]3([OH:17])[CH2:16][CH2:15][CH2:14][N:13]([C:37](=[O:38])[CH2:36][N:35]([CH3:40])[CH3:34])[CH2:12]3)[N:6]2[N:5]=[CH:4][N:3]=1, predict the reactants needed to synthesize it. The reactants are: [NH2:1][C:2]1[C:7]2=[C:8]([C:18]3[CH:19]=[CH:20][C:21]4[C:25]([CH:26]=3)=[N:24][N:23]([CH2:27][C:28]3[CH:33]=[CH:32][CH:31]=[CH:30][CH:29]=3)[CH:22]=4)[CH:9]=[C:10]([C:11]3([OH:17])[CH2:16][CH2:15][CH2:14][NH:13][CH2:12]3)[N:6]2[N:5]=[CH:4][N:3]=1.[CH3:34][N:35]([CH3:40])[CH2:36][C:37](O)=[O:38].CCN=C=NCCCN(C)C.Cl.C1C=CC2N(O)N=NC=2C=1.C(N(CC)C(C)C)(C)C. (2) Given the product [Cl:1][C:2]1[CH:45]=[CH:44][C:5]([CH2:6][C@@H:7]([NH:28][CH:29]2[CH2:30][CH2:31][N:32]([CH2:35][CH2:36][OH:37])[CH2:33][CH2:34]2)[C:8]([N:10]2[CH2:11][CH2:12][C:13]([CH:22]3[CH2:23][CH2:24][CH2:25][CH2:26][CH2:27]3)([CH2:16][N:17]3[CH:21]=[N:20][CH:19]=[N:18]3)[CH2:14][CH2:15]2)=[O:9])=[CH:4][CH:3]=1, predict the reactants needed to synthesize it. The reactants are: [Cl:1][C:2]1[CH:45]=[CH:44][C:5]([CH2:6][C@@H:7]([NH:28][CH:29]2[CH2:34][CH2:33][N:32]([CH2:35][CH2:36][O:37]C3CCCCO3)[CH2:31][CH2:30]2)[C:8]([N:10]2[CH2:15][CH2:14][C:13]([CH:22]3[CH2:27][CH2:26][CH2:25][CH2:24][CH2:23]3)([CH2:16][N:17]3[CH:21]=[N:20][CH:19]=[N:18]3)[CH2:12][CH2:11]2)=[O:9])=[CH:4][CH:3]=1. (3) Given the product [CH2:23]([CH:22]([C:21]1[C:16]2[N:17]([C:13]([C:9]3[S:8][C:7]([CH:4]4[CH2:5][CH2:6][O:1][CH2:2][CH2:3]4)=[N:11][C:10]=3[CH3:12])=[C:14]([CH3:28])[N:15]=2)[N:18]=[C:19]([CH3:27])[CH:20]=1)[CH2:25][CH3:26])[CH3:24], predict the reactants needed to synthesize it. The reactants are: [O:1]1[CH2:6][CH:5]=[C:4]([C:7]2[S:8][C:9]([C:13]3[N:17]4[N:18]=[C:19]([CH3:27])[CH:20]=[C:21]([CH:22]([CH2:25][CH3:26])[CH2:23][CH3:24])[C:16]4=[N:15][C:14]=3[CH3:28])=[C:10]([CH3:12])[N:11]=2)[CH2:3][CH2:2]1. (4) Given the product [Cl:19][C:20]1[CH:25]=[CH:24][CH:23]=[CH:22][C:21]=1[CH2:26][CH2:27][NH:28][C:4](=[O:6])[C:3]1[CH:7]=[C:8]([N:11]2[C:16](=[O:17])[NH:15][C:14](=[O:18])[CH:13]=[N:12]2)[CH:9]=[CH:10][C:2]=1[CH3:1], predict the reactants needed to synthesize it. The reactants are: [CH3:1][C:2]1[CH:10]=[CH:9][C:8]([N:11]2[C:16](=[O:17])[NH:15][C:14](=[O:18])[CH:13]=[N:12]2)=[CH:7][C:3]=1[C:4]([OH:6])=O.[Cl:19][C:20]1[CH:25]=[CH:24][CH:23]=[CH:22][C:21]=1[CH2:26][CH2:27][NH2:28]. (5) Given the product [N:32]1[CH:33]=[CH:34][CH:35]=[CH:36][C:31]=1[CH2:30][NH:22][C:19]1[CH:20]=[CH:21][C:16]([N:15]2[S:11](=[O:13])(=[O:12])[C:1]3[CH:6]=[CH:5][CH:4]=[CH:3][C:2]=3[S:7]2(=[O:9])=[O:8])=[CH:17][CH:18]=1.[ClH:10], predict the reactants needed to synthesize it. The reactants are: [C:1]1([S:11](Cl)(=[O:13])=[O:12])[C:2]([S:7]([Cl:10])(=[O:9])=[O:8])=[CH:3][CH:4]=[CH:5][CH:6]=1.[NH2:15][C:16]1[CH:21]=[CH:20][C:19]([N:22]([CH2:30][C:31]2[CH:36]=[CH:35][CH:34]=[CH:33][N:32]=2)C(=O)OC(C)(C)C)=[CH:18][CH:17]=1.C1CCN2C(=NCCC2)CC1. (6) Given the product [C:1]([C:5]1[CH:6]=[CH:7][C:8]([CH:11]([C:17]([C:19]2[N:23]([CH3:24])[N:22]=[C:21]([CH3:25])[C:20]=2[CH3:26])=[O:16])[C:12]#[N:13])=[CH:9][CH:10]=1)([CH3:4])([CH3:2])[CH3:3], predict the reactants needed to synthesize it. The reactants are: [C:1]([C:5]1[CH:10]=[CH:9][C:8]([CH2:11][C:12]#[N:13])=[CH:7][CH:6]=1)([CH3:4])([CH3:3])[CH3:2].C([O:16][C:17]([C:19]1[N:23]([CH3:24])[N:22]=[C:21]([CH3:25])[C:20]=1[CH3:26])=O)C.C(OCCOCCO)C.CO.C[O-].[Na+]. (7) Given the product [F:1][C:16]1[CH:17]=[CH:18][CH:19]=[C:6]([N+:3]([O-:5])=[O:4])[C:7]=1[C:8]([NH:10][C@@H:11]([CH3:15])[C:12]([OH:14])=[O:13])=[O:9], predict the reactants needed to synthesize it. The reactants are: [F-:1].[K+].[N+:3]([C:6]1[CH:19]=[CH:18][CH:17]=[C:16]([N+]([O-])=O)[C:7]=1[C:8]([NH:10][C@@H:11]([CH3:15])[C:12]([OH:14])=[O:13])=[O:9])([O-:5])=[O:4].C1OCCOCCOCCOCCOCCOC1. (8) Given the product [ClH:34].[O:28]=[S:2]1(=[O:1])[CH2:7][CH2:6][CH2:5][CH2:4][N:3]1[C:8]1[CH:16]=[C:15]([C:17]([O:19][CH3:20])=[O:18])[CH:14]=[C:13]2[C:9]=1[CH2:10][CH2:11][NH:12]2, predict the reactants needed to synthesize it. The reactants are: [O:1]=[S:2]1(=[O:28])[CH2:7][CH2:6][CH2:5][CH2:4][N:3]1[C:8]1[CH:16]=[C:15]([C:17]([O:19][CH3:20])=[O:18])[CH:14]=[C:13]2[C:9]=1[CH2:10][CH2:11][N:12]2C(OC(C)(C)C)=O.CCOCC.[ClH:34]. (9) The reactants are: [F:1][C:2]1[CH:3]=[C:4]([C@H:8]([O:22][CH2:23][CH2:24][OH:25])[C@@H:9]2[CH2:14][CH2:13][CH2:12][N:11]([C:15]([O:17][C:18]([CH3:21])([CH3:20])[CH3:19])=[O:16])[CH2:10]2)[CH:5]=[CH:6][CH:7]=1.CCN(CC)CC.[CH3:33][S:34](Cl)(=[O:36])=[O:35].O. Given the product [F:1][C:2]1[CH:3]=[C:4]([C@H:8]([O:22][CH2:23][CH2:24][O:25][S:34]([CH3:33])(=[O:36])=[O:35])[C@@H:9]2[CH2:14][CH2:13][CH2:12][N:11]([C:15]([O:17][C:18]([CH3:20])([CH3:21])[CH3:19])=[O:16])[CH2:10]2)[CH:5]=[CH:6][CH:7]=1, predict the reactants needed to synthesize it.